Dataset: Reaction yield outcomes from USPTO patents with 853,638 reactions. Task: Predict the reaction yield, written as a fraction of the theoretical maximum amount of product (1.0 means a 100% yield; for example, 0.34 means a 34% yield). The reactants are [NH2:1][C:2]1[CH:7]=[C:6]([CH3:8])[C:5]([CH3:9])=[CH:4][C:3]=1[NH:10][CH2:11][CH2:12][CH2:13][CH2:14][CH2:15][CH2:16][C:17]([OH:19])=[O:18].B(OB=O)=O.O.[NH:26]1[C:34](=[O:35])[C:32](=O)[C:30](=O)[NH:29][C:27]1=[O:28]. The catalyst is C(O)(=O)C. The product is [CH3:8][C:6]1[C:5]([CH3:9])=[CH:4][C:3]2[N:10]([CH2:11][CH2:12][CH2:13][CH2:14][CH2:15][CH2:16][C:17]([OH:19])=[O:18])[C:30]3[C:32]([C:34](=[O:35])[NH:26][C:27](=[O:28])[N:29]=3)=[N:1][C:2]=2[CH:7]=1. The yield is 0.270.